This data is from Full USPTO retrosynthesis dataset with 1.9M reactions from patents (1976-2016). The task is: Predict the reactants needed to synthesize the given product. (1) Given the product [Si:1]([O:8][CH:9]1[CH2:12][N:11]([C:13]([C:15]2[S:23][C:22]3[C:17](=[N:18][CH:19]=[CH:20][C:21]=3[O:35][C:27]3[CH:28]=[CH:29][C:30]([N+:32]([O-:34])=[O:33])=[CH:31][C:26]=3[F:25])[CH:16]=2)=[O:14])[CH2:10]1)([C:4]([CH3:7])([CH3:6])[CH3:5])([CH3:3])[CH3:2], predict the reactants needed to synthesize it. The reactants are: [Si:1]([O:8][CH:9]1[CH2:12][N:11]([C:13]([C:15]2[S:23][C:22]3[C:17](=[N:18][CH:19]=[CH:20][C:21]=3Cl)[CH:16]=2)=[O:14])[CH2:10]1)([C:4]([CH3:7])([CH3:6])[CH3:5])([CH3:3])[CH3:2].[F:25][C:26]1[CH:31]=[C:30]([N+:32]([O-:34])=[O:33])[CH:29]=[CH:28][C:27]=1[OH:35].C([O-])([O-])=O.[K+].[K+].O(C1C=CC=CC=1)C1C=CC=CC=1. (2) Given the product [OH:29][CH2:28][C@@H:24]1[CH2:25][CH2:26][CH2:27][N:23]1[C:20](=[O:21])/[CH:19]=[CH:18]/[C:9]1[CH:10]=[CH:11][C:12]([C:14]([F:15])([F:17])[F:16])=[CH:13][C:8]=1[CH2:7][N:5]1[N:4]=[N:3][C:2]([CH3:1])=[N:6]1, predict the reactants needed to synthesize it. The reactants are: [CH3:1][C:2]1[N:3]=[N:4][N:5]([CH2:7][C:8]2[CH:13]=[C:12]([C:14]([F:17])([F:16])[F:15])[CH:11]=[CH:10][C:9]=2/[CH:18]=[CH:19]/[C:20](O)=[O:21])[N:6]=1.[NH:23]1[CH2:27][CH2:26][CH2:25][C@H:24]1[CH2:28][OH:29]. (3) Given the product [CH3:17][N:18]1[CH2:23][CH2:22][CH:21]([NH:24][C:2]2[CH:3]=[CH:4][C:5]3[N:6]([C:8]([C:11]4[CH:16]=[CH:15][N:14]=[CH:13][CH:12]=4)=[CH:9][N:10]=3)[N:7]=2)[CH2:20][CH2:19]1, predict the reactants needed to synthesize it. The reactants are: Cl[C:2]1[CH:3]=[CH:4][C:5]2[N:6]([C:8]([C:11]3[CH:16]=[CH:15][N:14]=[CH:13][CH:12]=3)=[CH:9][N:10]=2)[N:7]=1.[CH3:17][N:18]1[CH2:23][CH2:22][CH:21]([NH2:24])[CH2:20][CH2:19]1.C1(P(C2C=CC=CC=2)C2C=CC3C(=CC=CC=3)C=2C2C3C(=CC=CC=3)C=CC=2P(C2C=CC=CC=2)C2C=CC=CC=2)C=CC=CC=1.CC(C)([O-])C.[Na+]. (4) Given the product [Cl:1][C:2]1[CH:9]=[CH:8][CH:7]=[C:6]([Cl:10])[C:3]=1[C:4]1[O:13][C:12]([C:14]2[CH:15]=[CH:16][C:17]([N+:20]([O-:22])=[O:21])=[CH:18][CH:19]=2)=[CH:11][N:5]=1, predict the reactants needed to synthesize it. The reactants are: [Cl:1][C:2]1[CH:9]=[CH:8][CH:7]=[C:6]([Cl:10])[C:3]=1[C:4]#[N:5].[CH3:11][C:12]([C:14]1[CH:19]=[CH:18][C:17]([N+:20]([O-:22])=[O:21])=[CH:16][CH:15]=1)=[O:13].C([O-])(=O)C.C([O-])(=O)C.C1([I+2])C=CC=CC=1.FC(S(O)(=O)=O)(F)F. (5) Given the product [Cl:7][C:8]1[C:12]([Cl:13])=[C:11]([CH3:14])[NH:10][C:9]=1[C:15]([NH:17][C@H:18]1[CH2:23][CH2:22][N:21]([C:24]2[CH:25]=[C:26]([C:27]([O:29][CH2:30][CH3:31])=[O:28])[C:32]([C:35]([OH:1])=[O:36])=[CH:33][N:34]=2)[CH2:20][C@H:19]1[O:37][CH3:38])=[O:16], predict the reactants needed to synthesize it. The reactants are: [O-:1][Mn](=O)(=O)=O.[K+].[Cl:7][C:8]1[C:12]([Cl:13])=[C:11]([CH3:14])[NH:10][C:9]=1[C:15]([NH:17][C@H:18]1[CH2:23][CH2:22][N:21]([C:24]2[CH:25]=[C:26]([C:32]([CH:35]=[O:36])=[CH:33][N:34]=2)[C:27]([O:29][CH2:30][CH3:31])=[O:28])[CH2:20][C@H:19]1[O:37][CH3:38])=[O:16].